Dataset: Full USPTO retrosynthesis dataset with 1.9M reactions from patents (1976-2016). Task: Predict the reactants needed to synthesize the given product. (1) Given the product [CH3:33][C:2]([CH3:1])([CH3:32])[C:3](=[O:31])[CH2:4][O:5][C:6]1[CH:11]=[CH:10][C:9]([C:12]([C:17]2[CH:18]=[CH:19][C:20]3[O:24][C:23]([C:25]([NH:43][CH2:42][C:41]([OH:40])=[O:44])=[O:26])=[C:22]([CH3:28])[C:21]=3[CH:29]=2)([CH2:15][CH3:16])[CH2:13][CH3:14])=[CH:8][C:7]=1[CH3:30], predict the reactants needed to synthesize it. The reactants are: [CH3:1][C:2]([CH3:33])([CH3:32])[C:3](=[O:31])[CH2:4][O:5][C:6]1[CH:11]=[CH:10][C:9]([C:12]([C:17]2[CH:18]=[CH:19][C:20]3[O:24][C:23]([C:25](O)=[O:26])=[C:22]([CH3:28])[C:21]=3[CH:29]=2)([CH2:15][CH3:16])[CH2:13][CH3:14])=[CH:8][C:7]=1[CH3:30].C(Cl)CCl.Cl.C[O:40][C:41](=[O:44])[CH2:42][NH2:43]. (2) Given the product [Cl-:8].[OH:11][CH2:10][CH2:9][N+:4]1[CH:5]=[CH:6][N:2]([CH3:1])[C:3]=1[CH3:7], predict the reactants needed to synthesize it. The reactants are: [CH3:1][N:2]1[CH:6]=[CH:5][N:4]=[C:3]1[CH3:7].[Cl:8][CH2:9][CH2:10][OH:11]. (3) Given the product [NH2:1][C:4]1[CH:28]=[CH:27][C:7]([O:8][C@H:9]([C@H:14]2[O:22][C@H:21]3[C@H:17]([N:18]=[C:19]([NH:23][CH3:24])[S:20]3)[C@@H:16]([OH:25])[C@@H:15]2[OH:26])[C:10]([F:11])([F:12])[F:13])=[CH:6][CH:5]=1, predict the reactants needed to synthesize it. The reactants are: [N+:1]([C:4]1[CH:28]=[CH:27][C:7]([O:8][C@H:9]([C@H:14]2[O:22][C@H:21]3[C@H:17]([N:18]=[C:19]([NH:23][CH3:24])[S:20]3)[C@@H:16]([OH:25])[C@@H:15]2[OH:26])[C:10]([F:13])([F:12])[F:11])=[CH:6][CH:5]=1)([O-])=O. (4) Given the product [ClH:18].[F:27][C:25]([F:26])([F:28])[C:22]1[N:21]=[CH:20][C:19]([C:12]2[N:13]=[CH:14][C:15]3[CH2:16][CH2:17][NH:8][CH2:9][C:10]=3[N:11]=2)=[CH:24][CH:23]=1, predict the reactants needed to synthesize it. The reactants are: C([N:8]1[CH2:17][CH2:16][C:15]2[C:14]([Cl:18])=[N:13][C:12]([C:19]3[CH:20]=[N:21][C:22]([C:25]([F:28])([F:27])[F:26])=[CH:23][CH:24]=3)=[N:11][C:10]=2[CH2:9]1)C1C=CC=CC=1.[H][H].CCOCC. (5) Given the product [ClH:63].[NH2:8][CH2:9][C@H:10]1[CH2:15][CH2:14][C@H:13]([C:16]([NH:18][C@H:19]([C:50](=[O:62])[NH:51][C:52]2[CH:61]=[CH:60][C:55]3[NH:56][C:57](=[O:59])[NH:58][C:54]=3[CH:53]=2)[CH2:20][C:21]2[CH:26]=[CH:25][C:24]([C:27]3[CH:32]=[CH:31][C:30]([C:33]([NH:35][CH:36]4[CH2:37][CH2:38][NH:39][CH2:40][CH2:41]4)=[O:34])=[CH:29][C:28]=3[CH3:49])=[CH:23][CH:22]=2)=[O:17])[CH2:12][CH2:11]1, predict the reactants needed to synthesize it. The reactants are: C(OC([NH:8][CH2:9][C@H:10]1[CH2:15][CH2:14][C@H:13]([C:16]([NH:18][C@H:19]([C:50](=[O:62])[NH:51][C:52]2[CH:61]=[CH:60][C:55]3[NH:56][C:57](=[O:59])[NH:58][C:54]=3[CH:53]=2)[CH2:20][C:21]2[CH:26]=[CH:25][C:24]([C:27]3[CH:32]=[CH:31][C:30]([C:33]([NH:35][CH:36]4[CH2:41][CH2:40][N:39](C(OC(C)(C)C)=O)[CH2:38][CH2:37]4)=[O:34])=[CH:29][C:28]=3[CH3:49])=[CH:23][CH:22]=2)=[O:17])[CH2:12][CH2:11]1)=O)(C)(C)C.[ClH:63]. (6) The reactants are: [CH3:1][O:2][C:3]([C:5]1[C:14]([O:15][CH2:16][C:17]2[CH:22]=[CH:21][CH:20]=[CH:19][CH:18]=2)=[CH:13][C:12]2[C:7](=[CH:8][C:9]([O:23][CH2:24][CH2:25][OH:26])=[CH:10][CH:11]=2)[CH:6]=1)=[O:4].C1(P(C2C=CC=CC=2)C2C=CC=CC=2)C=CC=CC=1.CC(OC(/N=N/C(OC(C)C)=O)=O)C.[CH2:60]([O:67][C:68]1[CH:78]=[CH:77][CH:76]=[C:75](O)[C:69]=1[C:70]([N:72]([CH3:74])[CH3:73])=[O:71])[C:61]1[CH:66]=[CH:65][CH:64]=[CH:63][CH:62]=1. Given the product [CH3:1][O:2][C:3]([C:5]1[C:14]([O:15][CH2:16][C:17]2[CH:18]=[CH:19][CH:20]=[CH:21][CH:22]=2)=[CH:13][C:12]2[C:7](=[CH:8][C:9]([O:23][CH2:24][CH2:25][O:26][C:75]3[CH:76]=[CH:77][CH:78]=[C:68]([O:67][CH2:60][C:61]4[CH:62]=[CH:63][CH:64]=[CH:65][CH:66]=4)[C:69]=3[C:70](=[O:71])[N:72]([CH3:73])[CH3:74])=[CH:10][CH:11]=2)[CH:6]=1)=[O:4], predict the reactants needed to synthesize it. (7) Given the product [Cl:1][C:2]1[CH:7]=[CH:6][CH:5]=[CH:4][C:3]=1[N:8]([CH3:37])[C:9]([C:11]1[N:12]=[N:13][N:14]([CH2:22][C:23]2[CH:28]=[C:27]([C:29]([F:31])([F:32])[F:30])[CH:26]=[C:25]([C:33]([F:34])([F:36])[F:35])[CH:24]=2)[C:15]=1[N:16]1[CH2:21][CH2:20][N:19]([C:38](=[O:40])[CH3:39])[CH2:18][CH2:17]1)=[O:10], predict the reactants needed to synthesize it. The reactants are: [Cl:1][C:2]1[CH:7]=[CH:6][CH:5]=[CH:4][C:3]=1[N:8]([CH3:37])[C:9]([C:11]1[N:12]=[N:13][N:14]([CH2:22][C:23]2[CH:28]=[C:27]([C:29]([F:32])([F:31])[F:30])[CH:26]=[C:25]([C:33]([F:36])([F:35])[F:34])[CH:24]=2)[C:15]=1[N:16]1[CH2:21][CH2:20][NH:19][CH2:18][CH2:17]1)=[O:10].[C:38](OC(=O)C)(=[O:40])[CH3:39].O. (8) Given the product [Cl:1][C:2]1[CH:7]=[CH:6][C:5]([CH2:8][N:9]2[C:13]3[CH:14]([C:27]([C:33]([O:35][CH2:36][CH3:37])=[O:34])([C:25]([O:24][CH2:22][CH3:23])=[O:26])[C:28]([O:30][CH2:31][CH3:32])=[O:29])[CH2:15][CH2:16][CH2:17][C:12]=3[N:11]=[C:10]2[CH:19]([CH3:21])[CH3:20])=[CH:4][CH:3]=1, predict the reactants needed to synthesize it. The reactants are: [Cl:1][C:2]1[CH:7]=[CH:6][C:5]([CH2:8][N:9]2[C:13]3[CH:14](O)[CH2:15][CH2:16][CH2:17][C:12]=3[N:11]=[C:10]2[CH:19]([CH3:21])[CH3:20])=[CH:4][CH:3]=1.[CH2:22]([O:24][C:25]([CH:27]([C:33]([O:35][CH2:36][CH3:37])=[O:34])[C:28]([O:30][CH2:31][CH3:32])=[O:29])=[O:26])[CH3:23].CP(C)C.N(C(OC(C)C)=O)=NC(OC(C)C)=O.